This data is from CYP2C19 inhibition data for predicting drug metabolism from PubChem BioAssay. The task is: Regression/Classification. Given a drug SMILES string, predict its absorption, distribution, metabolism, or excretion properties. Task type varies by dataset: regression for continuous measurements (e.g., permeability, clearance, half-life) or binary classification for categorical outcomes (e.g., BBB penetration, CYP inhibition). Dataset: cyp2c19_veith. (1) The molecule is CC(C)(C)c1cc2cccnc2n1Cc1ccccc1. The result is 1 (inhibitor). (2) The compound is O=C(CCCNS(=O)(=O)c1cccc2nsnc12)NCCc1ccccc1. The result is 1 (inhibitor).